This data is from Catalyst prediction with 721,799 reactions and 888 catalyst types from USPTO. The task is: Predict which catalyst facilitates the given reaction. (1) Reactant: [OH:1][C@@H:2]1[C@H:6]([OH:7])[C@@H:5](CO)[O:4][C@H:3]1[CH2:10][N:11]1[CH:20]=[CH:19][C:18]2[C:13](=[CH:14][CH:15]=[CH:16][CH:17]=2)[C:12]1=[O:21].[O:22]1CCCC1.C(O)(=O)C. Product: [OH:22][C@@H:3]1[C@H:2]([OH:1])[C@@H:6]([CH2:5][OH:4])[O:7][C@H:10]1[N:11]1[CH2:20][CH2:19][C:18]2[C:13](=[CH:14][CH:15]=[CH:16][CH:17]=2)[C:12]1=[O:21]. The catalyst class is: 29. (2) Reactant: [CH3:1][O:2][C:3](=[O:13])[C:4]1[CH:12]=[CH:11][CH:10]=[C:6]([C:7]([OH:9])=O)[CH:5]=1.CN(C(ON1N=NC2C=CC=CC1=2)=[N+](C)C)C.[B-](F)(F)(F)F.Cl.Cl.[NH2:38][C@@H:39]([CH2:55][C:56]1[CH:61]=[CH:60][CH:59]=[CH:58][CH:57]=1)[C@H:40]([OH:54])[CH2:41][NH:42][CH2:43][C:44]1[CH:49]=[CH:48][CH:47]=[C:46]([C:50]([F:53])([F:52])[F:51])[CH:45]=1.CCN(C(C)C)C(C)C.C([O-])(O)=O.[Na+]. Product: [CH3:1][O:2][C:3](=[O:13])[C:4]1[CH:12]=[CH:11][CH:10]=[C:6]([C:7]([NH:38][C@@H:39]([CH2:55][C:56]2[CH:61]=[CH:60][CH:59]=[CH:58][CH:57]=2)[C@H:40]([OH:54])[CH2:41][NH:42][CH2:43][C:44]2[CH:49]=[CH:48][CH:47]=[C:46]([C:50]([F:51])([F:52])[F:53])[CH:45]=2)=[O:9])[CH:5]=1. The catalyst class is: 3. (3) Reactant: Cl.[CH3:2][NH:3][C:4](=[O:12])[C@H:5]([C:8](=[O:11])[O:9][CH3:10])[NH:6][CH3:7].CN(C(ON1N=NC2C=CC=NC1=2)=[N+](C)C)C.F[P-](F)(F)(F)(F)F.CCN(C(C)C)C(C)C.[OH:46][CH:47]([CH2:67][OH:68])[CH2:48][O:49][C:50]1[CH:55]=[CH:54][C:53]([C:56]#[C:57][C:58]2[CH:66]=[CH:65][C:61]([C:62]([OH:64])=O)=[CH:60][CH:59]=2)=[CH:52][CH:51]=1.C(=O)([O-])O.[Na+]. Product: [OH:46][CH:47]([CH2:67][OH:68])[CH2:48][O:49][C:50]1[CH:51]=[CH:52][C:53]([C:56]#[C:57][C:58]2[CH:59]=[CH:60][C:61]([C:62](=[O:64])[N:6]([CH:5]([C:4]([NH:3][CH3:2])=[O:12])[C:8]([O:9][CH3:10])=[O:11])[CH3:7])=[CH:65][CH:66]=2)=[CH:54][CH:55]=1. The catalyst class is: 3. (4) Reactant: ClCCl.[F:4][C:5]1[CH:6]=[C:7]([CH:35]=[CH:36][C:37]=1[CH3:38])[CH2:8][NH:9][CH:10]1[CH2:15][CH2:14][N:13]([CH2:16][CH2:17][N:18]2[C:27]3[C:22](=[CH:23][CH:24]=[C:25]([O:28][CH3:29])[CH:26]=3)[N:21]=[CH:20][C:19]2=[O:30])[CH:12]([C:31]([O:33][CH3:34])=[O:32])[CH2:11]1.[C:39](O[C:39]([O:41][C:42]([CH3:45])([CH3:44])[CH3:43])=[O:40])([O:41][C:42]([CH3:45])([CH3:44])[CH3:43])=[O:40].O. Product: [C:42]([O:41][C:39]([N:9]([CH2:8][C:7]1[CH:35]=[CH:36][C:37]([CH3:38])=[C:5]([F:4])[CH:6]=1)[CH:10]1[CH2:15][CH2:14][N:13]([CH2:16][CH2:17][N:18]2[C:27]3[C:22](=[CH:23][CH:24]=[C:25]([O:28][CH3:29])[CH:26]=3)[N:21]=[CH:20][C:19]2=[O:30])[CH:12]([C:31]([O:33][CH3:34])=[O:32])[CH2:11]1)=[O:40])([CH3:45])([CH3:44])[CH3:43]. The catalyst class is: 22. (5) Reactant: C([O:3][C:4]([C:6](=O)[CH:7]([CH3:20])[CH:8]([C:10]1[CH:15]=[CH:14][C:13]([C:16]([F:19])([F:18])[F:17])=[CH:12][CH:11]=1)[O-])=[O:5])C.[Li+].Cl.[Cl:24][C:25]1[CH:30]=[C:29]([Cl:31])[CH:28]=[CH:27][C:26]=1[NH:32][NH2:33].S(=O)(=O)(O)O. Product: [Cl:24][C:25]1[CH:30]=[C:29]([Cl:31])[CH:28]=[CH:27][C:26]=1[N:32]1[C:8]([C:10]2[CH:11]=[CH:12][C:13]([C:16]([F:17])([F:18])[F:19])=[CH:14][CH:15]=2)=[C:7]([CH3:20])[C:6]([C:4]([OH:3])=[O:5])=[N:33]1. The catalyst class is: 8. (6) Reactant: COC1C=CC(C(Cl)=O)=CC=1.[CH3:12][O:13][C:14]1[CH:19]=[CH:18][C:17]([C:20]([N:22]=[C:23]=[S:24])=[O:21])=[CH:16][CH:15]=1.[CH3:25][O:26][C:27]1[CH:28]=[C:29]2[C:34](=[CH:35][C:36]=1[O:37][CH3:38])[N:33]=[CH:32][CH:31]=[C:30]2[O:39][C:40]1[CH:46]=[CH:45][C:43]([NH2:44])=[C:42]([CH3:47])[C:41]=1[CH3:48].C1(C)C=CC=CC=1. Product: [CH3:12][O:13][C:14]1[CH:15]=[CH:16][C:17]([C:20]([N:22]=[C:23]=[S:24])=[O:21])=[CH:18][CH:19]=1.[CH3:25][O:26][C:27]1[CH:28]=[C:29]2[C:34](=[CH:35][C:36]=1[O:37][CH3:38])[N:33]=[CH:32][CH:31]=[C:30]2[O:39][C:40]1[CH:46]=[CH:45][C:43]([NH:44][C:23]([NH:22][C:20](=[O:21])[C:17]2[CH:16]=[CH:15][C:14]([O:13][CH3:12])=[CH:19][CH:18]=2)=[S:24])=[C:42]([CH3:47])[C:41]=1[CH3:48]. The catalyst class is: 8. (7) Reactant: [C:1]([N:5]1[C:9]2=[N:10][CH:11]=[CH:12][CH:13]=[C:8]2[CH:7]([CH2:14][C:15]2[C:20]([CH2:21]O)=[CH:19][C:18]([Cl:23])=[CH:17][N:16]=2)[C:6]1=[O:24])([CH3:4])([CH3:3])[CH3:2].CN(C=O)C.S(Cl)([Cl:32])=O.[Na+].[Cl-]. Product: [C:1]([N:5]1[C:9]2=[N:10][CH:11]=[CH:12][CH:13]=[C:8]2[CH:7]([CH2:14][C:15]2[C:20]([CH2:21][Cl:32])=[CH:19][C:18]([Cl:23])=[CH:17][N:16]=2)[C:6]1=[O:24])([CH3:4])([CH3:3])[CH3:2]. The catalyst class is: 4. (8) The catalyst class is: 6. Product: [F:1][C:2]1[CH:3]=[C:4]([N:9]2[C:13]([CH3:14])([CH3:15])[C:12](=[O:16])[N:11]([C:17]3[CH:24]=[CH:23][C:20]([C:21]#[N:22])=[C:19]([C:25]([F:26])([F:27])[F:28])[CH:18]=3)[C:10]2=[S:29])[CH:5]=[CH:6][C:7]=1[O:8][C@@H:32]1[CH2:33][CH2:34][O:30][CH2:31]1. Reactant: [F:1][C:2]1[CH:3]=[C:4]([N:9]2[C:13]([CH3:15])([CH3:14])[C:12](=[O:16])[N:11]([C:17]3[CH:24]=[CH:23][C:20]([C:21]#[N:22])=[C:19]([C:25]([F:28])([F:27])[F:26])[CH:18]=3)[C:10]2=[S:29])[CH:5]=[CH:6][C:7]=1[OH:8].[O:30]1[CH2:34][CH2:33][C@H:32](OS(C2C=CC(C)=CC=2)(=O)=O)[CH2:31]1.C(=O)([O-])[O-].[Cs+].[Cs+].CN(C)C(=O)C. (9) Reactant: [H-].[Na+].[C:3]1([CH2:9][CH2:10][OH:11])[CH:8]=[CH:7][CH:6]=[CH:5][CH:4]=1.Br[CH2:13][CH2:14][CH2:15][CH2:16][CH2:17][CH2:18][CH2:19][CH2:20][CH2:21][O:22][CH:23]1[CH2:28][CH2:27][CH2:26][CH2:25][O:24]1. Product: [CH2:10]([O:11][CH2:13][CH2:14][CH2:15][CH2:16][CH2:17][CH2:18][CH2:19][CH2:20][CH2:21][O:22][CH:23]1[CH2:28][CH2:27][CH2:26][CH2:25][O:24]1)[CH2:9][C:3]1[CH:8]=[CH:7][CH:6]=[CH:5][CH:4]=1. The catalyst class is: 213. (10) Reactant: [CH2:1]([NH:8][CH2:9][C:10]1[CH:15]=[CH:14][CH:13]=[CH:12][CH:11]=1)[C:2]1[CH:7]=[CH:6][CH:5]=[CH:4][CH:3]=1.[ClH:16]. Product: [ClH:16].[CH2:9]([NH:8][CH2:1][C:2]1[CH:7]=[CH:6][CH:5]=[CH:4][CH:3]=1)[C:10]1[CH:15]=[CH:14][CH:13]=[CH:12][CH:11]=1. The catalyst class is: 5.